From a dataset of Catalyst prediction with 721,799 reactions and 888 catalyst types from USPTO. Predict which catalyst facilitates the given reaction. (1) Reactant: [NH2:1][C:2]1[C:3]([C:16]2[CH:48]=[CH:47][C:19]([C:20]([NH:22][C@@H:23]([C:39]3[CH:44]=[C:43]([F:45])[CH:42]=[C:41]([Br:46])[CH:40]=3)[CH2:24][N:25]([CH3:38])S(C3C=CC=CC=3[N+]([O-])=O)(=O)=O)=[O:21])=[C:18]([F:49])[CH:17]=2)=[N:4][C:5]([C@H:8]2[CH2:13][CH2:12][C@H:11]([OH:14])[C@@H:10]([F:15])[CH2:9]2)=[CH:6][N:7]=1.SC1C=CC(C(O)=O)=CC=1.O[Li].O. Product: [NH2:1][C:2]1[C:3]([C:16]2[CH:48]=[CH:47][C:19]([C:20]([NH:22][C@@H:23]([C:39]3[CH:44]=[C:43]([F:45])[CH:42]=[C:41]([Br:46])[CH:40]=3)[CH2:24][NH:25][CH3:38])=[O:21])=[C:18]([F:49])[CH:17]=2)=[N:4][C:5]([C@H:8]2[CH2:13][CH2:12][C@H:11]([OH:14])[C@@H:10]([F:15])[CH2:9]2)=[CH:6][N:7]=1. The catalyst class is: 18. (2) Reactant: [O:1]1[CH2:6][CH2:5][CH:4]([CH2:7][N:8]2[C:16]3[C:11](=[CH:12][C:13]([C:17]([OH:19])=O)=[CH:14][CH:15]=3)[C:10]([C:20]([CH:22]3[C:24]([CH3:26])([CH3:25])[C:23]3([CH3:28])[CH3:27])=[O:21])=[CH:9]2)[CH2:3][CH2:2]1.[C:29](N1C=CN=C1)([N:31]1C=CN=[CH:32]1)=O.CNC. Product: [CH3:29][N:31]([CH3:32])[C:17]([C:13]1[CH:12]=[C:11]2[C:16](=[CH:15][CH:14]=1)[N:8]([CH2:7][CH:4]1[CH2:5][CH2:6][O:1][CH2:2][CH2:3]1)[CH:9]=[C:10]2[C:20]([CH:22]1[C:24]([CH3:25])([CH3:26])[C:23]1([CH3:28])[CH3:27])=[O:21])=[O:19]. The catalyst class is: 674. (3) Reactant: [CH3:1][N:2]([C:8]1[CH:13]=[CH:12][C:11]([N+:14]([O-])=O)=[CH:10][N:9]=1)[CH2:3][C:4]([F:7])([F:6])[F:5]. Product: [CH3:1][N:2]([CH2:3][C:4]([F:7])([F:5])[F:6])[C:8]1[CH:13]=[CH:12][C:11]([NH2:14])=[CH:10][N:9]=1. The catalyst class is: 29. (4) Reactant: [F:1][C:2]1[CH:7]=[C:6]([I:8])[CH:5]=[CH:4][C:3]=1[CH2:9][N:10]1[C:19]2[C:14](=[CH:15][CH:16]=[CH:17][CH:18]=2)[C:13](=O)[C:12]([C:21](OCC)=[O:22])=[CH:11]1.P(Cl)(Cl)(Cl)=O.[F:31][C:32]1[CH:37]=[CH:36][CH:35]=[CH:34][C:33]=1[NH:38][NH2:39].C(=O)([O-])[O-].[K+].[K+]. Product: [F:1][C:2]1[CH:7]=[C:6]([I:8])[CH:5]=[CH:4][C:3]=1[CH2:9][N:10]1[C:19]2[CH:18]=[CH:17][CH:16]=[CH:15][C:14]=2[C:13]2=[N:39][N:38]([C:33]3[CH:34]=[CH:35][CH:36]=[CH:37][C:32]=3[F:31])[C:21](=[O:22])[C:12]2=[CH:11]1. The catalyst class is: 648. (5) Reactant: [C:1]([CH2:4][CH2:5][C:6]1[C:10]([CH3:11])=[C:9]([CH:12]=O)[NH:8][C:7]=1[CH3:14])([OH:3])=[O:2].[Cl:15][C:16]1[CH:17]=[C:18]2[C:22](=[CH:23][CH:24]=1)[NH:21][C:20](=[O:25])[CH2:19]2. Product: [Cl:15][C:16]1[CH:17]=[C:18]2[C:22](=[CH:23][CH:24]=1)[NH:21][C:20](=[O:25])[C:19]2=[CH:12][C:9]1[NH:8][C:7]([CH3:14])=[C:6]([CH2:5][CH2:4][C:1]([OH:3])=[O:2])[C:10]=1[CH3:11]. The catalyst class is: 495. (6) Reactant: [C:1]([C:4]1[CH:14]=[CH:13][C:7]([C:8]([O:10][CH2:11][CH3:12])=[O:9])=[CH:6][CH:5]=1)(=[O:3])[CH3:2].C([N-:18]C(C)C)(C)C.[Li+].[Br-].[Mg+2].[Br-].[C:26](Cl)(=O)[CH2:27][CH2:28][CH2:29][CH3:30]. Product: [CH2:11]([O:10][C:8](=[O:9])[C:7]1[CH:13]=[CH:14][C:4]([C:1]2[O:3][N:18]=[C:26]([CH2:27][CH2:28][CH2:29][CH3:30])[CH:2]=2)=[CH:5][CH:6]=1)[CH3:12]. The catalyst class is: 28. (7) Reactant: C(OC([N:8]1[CH2:13][CH2:12][CH:11]([C:14]2[CH:22]=[CH:21][CH:20]=[CH:19][C:15]=2[C:16]([OH:18])=O)[CH2:10][CH2:9]1)=O)(C)(C)C.[NH2:23][CH:24]([CH2:27][OH:28])[CH2:25][OH:26].CN(C(ON1N=NC2C=CC=CC1=2)=[N+](C)C)C.F[P-](F)(F)(F)(F)F.CCN(C(C)C)C(C)C.C(O)(C(F)(F)F)=O. Product: [OH:26][CH2:25][CH:24]([NH:23][C:16](=[O:18])[C:15]1[CH:19]=[CH:20][CH:21]=[CH:22][C:14]=1[CH:11]1[CH2:10][CH2:9][NH:8][CH2:13][CH2:12]1)[CH2:27][OH:28]. The catalyst class is: 85. (8) Reactant: [NH2:1][C:2]1[CH:7]=[C:6]([NH:8][C:9](=[O:18])[C:10]2[C:15]([Cl:16])=[CH:14][CH:13]=[CH:12][C:11]=2[Cl:17])[CH:5]=[CH:4][N:3]=1.[Br:19][C:20]1[S:24][C:23]([C:25]([OH:27])=O)=[CH:22]C=1.C([N:31](C(C)C)CC)(C)C.F[P-](F)(F)(F)(F)F.N1(OC(N(C)C)=[N+](C)C)C2N=CC=CC=2N=N1. Product: [Br:19][C:20]1[S:24][C:23]([C:25]([NH:1][C:2]2[CH:7]=[C:6]([NH:8][C:9](=[O:18])[C:10]3[C:11]([Cl:17])=[CH:12][CH:13]=[CH:14][C:15]=3[Cl:16])[CH:5]=[CH:4][N:3]=2)=[O:27])=[CH:22][N:31]=1. The catalyst class is: 9.